From a dataset of Forward reaction prediction with 1.9M reactions from USPTO patents (1976-2016). Predict the product of the given reaction. (1) The product is: [Cl:3][C:12]([C:11]1[C:10]([CH3:19])=[C:9]([O:8][C:5](=[O:7])[CH3:6])[CH:17]=[C:16]([CH3:18])[CH:15]=1)=[O:13]. Given the reactants O=S(Cl)[Cl:3].[C:5]([O:8][C:9]1[C:10]([CH3:19])=[C:11]([CH:15]=[C:16]([CH3:18])[CH:17]=1)[C:12](O)=[O:13])(=[O:7])[CH3:6].CN(C=O)C.C([O-])(O)=O.[Na+], predict the reaction product. (2) Given the reactants [Li+].C[Si]([N-][Si](C)(C)C)(C)C.C1COCC1.[N+:16]([CH2:18][C:19]([O:21]C)=O)#[C-].[Br:23][C:24]1[CH:29]=[CH:28][C:27]([F:30])=[CH:26][C:25]=1[CH2:31]C(Cl)=O, predict the reaction product. The product is: [NH2:16][CH2:18][C:19](=[O:21])[CH2:31][C:25]1[CH:26]=[C:27]([F:30])[CH:28]=[CH:29][C:24]=1[Br:23]. (3) Given the reactants Cl.[Cl:2][C:3]1[CH:11]=[CH:10][CH:9]=[C:8]2[C:4]=1[CH2:5][N:6]([C:12]([O:14][C@@H:15]1[CH2:19][C@@H:18]([C:20](=[O:36])[NH:21][C@:22]3([C:27](=[O:35])[NH:28][S:29]([CH:32]4[CH2:34][CH2:33]4)(=[O:31])=[O:30])[CH2:24][C@H:23]3[CH2:25][CH3:26])[NH:17][CH2:16]1)=[O:13])[CH2:7]2.[C:37]([O:41][C:42]([C@@H:44]([CH:48]1[CH2:53][CH2:52][CH2:51][CH2:50][CH2:49]1)[C:45](O)=[O:46])=[O:43])([CH3:40])([CH3:39])[CH3:38].CN(C(ON1N=NC2C=CC=NC1=2)=[N+](C)C)C.F[P-](F)(F)(F)(F)F.CCN(C(C)C)C(C)C, predict the reaction product. The product is: [CH:32]1([S:29]([NH:28][C:27]([C@@:22]2([NH:21][C:20]([C@H:18]3[N:17]([C:45](=[O:46])[C@@H:44]([C:42]([O:41][C:37]([CH3:39])([CH3:38])[CH3:40])=[O:43])[CH:48]4[CH2:53][CH2:52][CH2:51][CH2:50][CH2:49]4)[CH2:16][C@H:15]([O:14][C:12]([N:6]4[CH2:5][C:4]5[C:8](=[CH:9][CH:10]=[CH:11][C:3]=5[Cl:2])[CH2:7]4)=[O:13])[CH2:19]3)=[O:36])[CH2:24][C@H:23]2[CH2:25][CH3:26])=[O:35])(=[O:31])=[O:30])[CH2:33][CH2:34]1. (4) Given the reactants [CH2:1]([O:8][C:9]1[CH:10]=[CH:11][CH:12]=[C:13]2[C:17]=1[NH:16][CH:15]=[C:14]2[CH2:18][C@H:19]([NH2:21])[CH3:20])[C:2]1[CH:7]=[CH:6][CH:5]=[CH:4][CH:3]=1.[OH:22][C@H:23]([C:27]1[CH:28]=[N:29][CH:30]=[CH:31][CH:32]=1)[C:24](O)=[O:25].S([O-])([O-])(=O)=O.C(N(CC)CC)C.Cl.C(N=C=NCCCN(C)C)C.ON1C2C=CC=CC=2N=N1, predict the reaction product. The product is: [CH2:1]([O:8][C:9]1[CH:10]=[CH:11][CH:12]=[C:13]2[C:17]=1[NH:16][CH:15]=[C:14]2[CH2:18][C@H:19]([NH:21][C:24](=[O:25])[C@H:23]([OH:22])[C:27]1[CH:28]=[N:29][CH:30]=[CH:31][CH:32]=1)[CH3:20])[C:2]1[CH:7]=[CH:6][CH:5]=[CH:4][CH:3]=1. (5) Given the reactants [CH2:1]([N:8]1[CH2:13][CH2:12][C:11](=[O:14])[CH2:10][CH2:9]1)[C:2]1[CH:7]=[CH:6][CH:5]=[CH:4][CH:3]=1.[H-].[Na+].[CH2:17](Br)[C:18]1[CH:23]=[CH:22][CH:21]=[CH:20][CH:19]=1, predict the reaction product. The product is: [CH2:1]([N:8]1[CH2:13][CH2:12][C:11](=[O:14])[CH:10]([CH2:17][C:18]2[CH:23]=[CH:22][CH:21]=[CH:20][CH:19]=2)[CH2:9]1)[C:2]1[CH:3]=[CH:4][CH:5]=[CH:6][CH:7]=1.